Task: Predict the reactants needed to synthesize the given product.. Dataset: Full USPTO retrosynthesis dataset with 1.9M reactions from patents (1976-2016) Given the product [OH:23][CH2:22][C:19]1[CH:18]=[CH:17][C:16]([C@H:13]([CH2:14][CH3:15])[CH2:12][C:11]([OH:24])=[O:25])=[CH:21][CH:20]=1, predict the reactants needed to synthesize it. The reactants are: OC[C@@H](N[C:11](=[O:24])[CH2:12][C@H:13]([C:16]1[CH:21]=[CH:20][C:19]([CH2:22][OH:23])=[CH:18][CH:17]=1)[CH2:14][CH3:15])C1C=CC=CC=1.[O:25]1CCOCC1.